Dataset: Catalyst prediction with 721,799 reactions and 888 catalyst types from USPTO. Task: Predict which catalyst facilitates the given reaction. (1) Reactant: [CH2:1]([N:4]([CH2:23][CH2:24][CH3:25])[CH2:5][CH2:6][CH2:7][CH2:8][C:9]1[N:10]([CH2:20][CH2:21][CH3:22])[C:11]2[CH:17]=[C:16]([CH2:18]O)[CH:15]=[CH:14][C:12]=2[N:13]=1)[CH2:2][CH3:3].C1(P(C2C=CC=CC=2)C2C=CC=CC=2)C=CC=CC=1.[C:45]1(=[O:55])[NH:49][C:48](=[O:50])[C:47]2=[CH:51][CH:52]=[CH:53][CH:54]=[C:46]12.N(C(OCC)=O)=NC(OCC)=O.C1(C)C=CC=CC=1. Product: [CH2:23]([N:4]([CH2:1][CH2:2][CH3:3])[CH2:5][CH2:6][CH2:7][CH2:8][C:9]1[N:10]([CH2:20][CH2:21][CH3:22])[C:11]2[CH:17]=[C:16]([CH2:18][N:49]3[C:45](=[O:55])[C:46]4[C:47](=[CH:51][CH:52]=[CH:53][CH:54]=4)[C:48]3=[O:50])[CH:15]=[CH:14][C:12]=2[N:13]=1)[CH2:24][CH3:25]. The catalyst class is: 11. (2) Product: [Br:5][C:6]1[CH:11]=[CH:10][C:9]([S:4][CH:2]([CH3:3])[CH3:1])=[C:8]([N+:13]([O-:15])=[O:14])[CH:7]=1. The catalyst class is: 8. Reactant: [CH3:1][CH:2]([SH:4])[CH3:3].[Br:5][C:6]1[CH:11]=[CH:10][C:9](F)=[C:8]([N+:13]([O-:15])=[O:14])[CH:7]=1.O. (3) Reactant: O1CCCCC1[O:7][C:8]1[CH:9]=[C:10]([C:14]23[CH2:21][CH2:20][C:17]([CH2:22][CH2:23][O:24][CH2:25][C:26]([O:28][C:29]([CH3:32])([CH3:31])[CH3:30])=[O:27])([CH2:18][CH2:19]2)[CH2:16][O:15]3)[CH:11]=[CH:12][CH:13]=1.CC1C=CC(S([O-])(=O)=O)=CC=1.C1C=C[NH+]=CC=1. Product: [OH:7][C:8]1[CH:9]=[C:10]([C:14]23[CH2:19][CH2:18][C:17]([CH2:22][CH2:23][O:24][CH2:25][C:26]([O:28][C:29]([CH3:32])([CH3:31])[CH3:30])=[O:27])([CH2:20][CH2:21]2)[CH2:16][O:15]3)[CH:11]=[CH:12][CH:13]=1. The catalyst class is: 5. (4) Reactant: CC(C)C[O:4][C:5]([C:7]1[C:12](=[O:13])[N:11]([CH2:14][C:15]2[CH:20]=[CH:19][C:18]([O:21][CH2:22][CH2:23][CH2:24][CH2:25][O:26][CH2:27][C@H:28]3[CH2:32][O:31]C(C)(C)[O:29]3)=[C:17]([F:35])[C:16]=2[F:36])[N:10]2[CH2:37][CH2:38][CH2:39][C@:9]2([CH3:40])[C:8]=1[OH:41])=O.[CH3:43][S:44][C:45]1[N:50]=[CH:49][C:48]([C:51]2[CH:57]=[C:56]([C:58]([F:61])([F:60])[F:59])[CH:55]=[CH:54][C:52]=2[NH2:53])=[CH:47][CH:46]=1.O. Product: [OH:29][C@H:28]([CH2:32][OH:31])[CH2:27][O:26][CH2:25][CH2:24][CH2:23][CH2:22][O:21][C:18]1[CH:19]=[CH:20][C:15]([CH2:14][N:11]2[C:12](=[O:13])[C:7]([C:5]([NH:53][C:52]3[CH:54]=[CH:55][C:56]([C:58]([F:59])([F:60])[F:61])=[CH:57][C:51]=3[C:48]3[CH:49]=[N:50][C:45]([S:44][CH3:43])=[CH:46][CH:47]=3)=[O:4])=[C:8]([OH:41])[C@@:9]3([CH3:40])[CH2:39][CH2:38][CH2:37][N:10]23)=[C:16]([F:36])[C:17]=1[F:35]. The catalyst class is: 11. (5) Reactant: [CH3:1][O:2][C:3](=[O:14])[CH2:4][O:5][C:6]1[CH:11]=[CH:10][C:9]([Cl:12])=[C:8]([NH2:13])[CH:7]=1.C[O:16][C:17](=O)[CH:18]([S:22][C:23]1[CH:28]=[CH:27][C:26]([Cl:29])=[CH:25][CH:24]=1)[C:19](=O)[CH3:20]. Product: [CH3:1][O:2][C:3](=[O:14])[CH2:4][O:5][C:6]1[CH:11]=[CH:10][C:9]([Cl:12])=[C:8]2[C:7]=1[C:17](=[O:16])[C:18]([S:22][C:23]1[CH:24]=[CH:25][C:26]([Cl:29])=[CH:27][CH:28]=1)=[C:19]([CH3:20])[NH:13]2. The catalyst class is: 12. (6) Reactant: [Cl:1][C:2]1[N:7]=[C:6]([N:8]2[CH2:17][CH2:16][N:15]3[C@@H:10]([CH2:11][O:12][CH2:13][CH2:14]3)[CH2:9]2)[C:5]([F:18])=[C:4]([NH:19][NH2:20])[N:3]=1.[CH:21]1([CH2:26][C@H:27]([CH2:31][N:32]([CH:41]=[O:42])[O:33][CH2:34][C:35]2[CH:40]=[CH:39][CH:38]=[CH:37][CH:36]=2)[C:28](O)=[O:29])[CH2:25][CH2:24][CH2:23][CH2:22]1.CN1CCOCC1.ON1C2N=CC=CC=2N=N1.C(Cl)CCl. Product: [Cl:1][C:2]1[N:3]=[C:4]([NH:19][NH:20][C:28](=[O:29])[C@H:27]([CH2:26][CH:21]2[CH2:22][CH2:23][CH2:24][CH2:25]2)[CH2:31][N:32]([O:33][CH2:34][C:35]2[CH:36]=[CH:37][CH:38]=[CH:39][CH:40]=2)[CH:41]=[O:42])[C:5]([F:18])=[C:6]([N:8]2[CH2:17][CH2:16][N:15]3[C@@H:10]([CH2:11][O:12][CH2:13][CH2:14]3)[CH2:9]2)[N:7]=1. The catalyst class is: 215. (7) Reactant: [F:1][C:2]1[CH:10]=C2[C:5](/[C:6](=[CH:12]/[C:13]3[N:17]([CH3:18])[N:16]=[CH:15][N:14]=3)/[O:7]C2=O)=[C:4]([CH2:19][N:20]2[C:28](=[O:29])[C:27]3[C:22](=[CH:23][CH:24]=[CH:25][CH:26]=3)[C:21]2=[O:30])[CH:3]=1.C[CH2:32][O:33][C:34]([CH3:36])=[O:35]. Product: [O:29]=[C:28]1[C:27]2[C:22](=[CH:23][CH:24]=[CH:25][CH:26]=2)[C:21](=[O:30])[N:20]1[CH2:19][C:4]1[C:5]([C:6](=[O:7])[CH2:12][C:13]2[N:17]([CH3:18])[N:16]=[CH:15][N:14]=2)=[C:36]([CH:10]=[C:2]([F:1])[CH:3]=1)[C:34]([O:33][CH3:32])=[O:35]. The catalyst class is: 5. (8) Reactant: [C:1]([O:5][C:6]([NH:8][CH:9]1[CH2:14][CH2:13][CH2:12][CH:11]([C:15]([OH:17])=O)[CH2:10]1)=[O:7])([CH3:4])([CH3:3])[CH3:2].[Cl:18][C:19]1[CH:20]=[C:21]([CH2:25][NH2:26])[CH:22]=[CH:23][CH:24]=1.CN(C(ON1N=NC2C=CC=NC1=2)=[N+](C)C)C.F[P-](F)(F)(F)(F)F.CCN(C(C)C)C(C)C. Product: [C:1]([O:5][C:6](=[O:7])[NH:8][CH:9]1[CH2:14][CH2:13][CH2:12][CH:11]([C:15](=[O:17])[NH:26][CH2:25][C:21]2[CH:22]=[CH:23][CH:24]=[C:19]([Cl:18])[CH:20]=2)[CH2:10]1)([CH3:2])([CH3:3])[CH3:4]. The catalyst class is: 329.